Dataset: Full USPTO retrosynthesis dataset with 1.9M reactions from patents (1976-2016). Task: Predict the reactants needed to synthesize the given product. Given the product [CH3:39][C:2]1([CH3:1])[CH2:11][CH:10]=[C:9]([C:12]2[CH:17]=[CH:16][CH:15]=[C:14]([OH:18])[CH:13]=2)[C:8]2[CH:7]=[C:6]([C:26]#[C:27][C:28]3[CH:29]=[CH:30][C:31]([C:32]([O:34][CH2:35][CH3:36])=[O:33])=[CH:37][CH:38]=3)[CH:5]=[CH:4][C:3]1=2, predict the reactants needed to synthesize it. The reactants are: [CH3:1][C:2]1([CH3:39])[CH2:11][CH:10]=[C:9]([C:12]2[CH:17]=[CH:16][CH:15]=[C:14]([O:18][Si](CC(C)C)(C)C)[CH:13]=2)[C:8]2[CH:7]=[C:6]([C:26]#[C:27][C:28]3[CH:38]=[CH:37][C:31]([C:32]([O:34][CH2:35][CH3:36])=[O:33])=[CH:30][CH:29]=3)[CH:5]=[CH:4][C:3]1=2.[F-].C([N+](CCCC)(CCCC)CCCC)CCC.